This data is from Forward reaction prediction with 1.9M reactions from USPTO patents (1976-2016). The task is: Predict the product of the given reaction. (1) Given the reactants C12(COC3C(C4CC4)=CC(C(O)=O)=C(F)C=3)CC3CC(CC(C3)C1)C2.[C:26]12([CH2:36][O:37][C:38]3[C:46]([Cl:47])=[CH:45][C:41]([C:42]([OH:44])=O)=[C:40]([F:48])[CH:39]=3)[CH2:35][CH:30]3[CH2:31][CH:32]([CH2:34][CH:28]([CH2:29]3)[CH2:27]1)[CH2:33]2.CS(N)(=O)=O.[CH:54]1([S:57]([NH2:60])(=[O:59])=[O:58])[CH2:56][CH2:55]1, predict the reaction product. The product is: [C:26]12([CH2:36][O:37][C:38]3[C:46]([Cl:47])=[CH:45][C:41]([C:42]([NH:60][S:57]([CH:54]4[CH2:56][CH2:55]4)(=[O:59])=[O:58])=[O:44])=[C:40]([F:48])[CH:39]=3)[CH2:33][CH:32]3[CH2:34][CH:28]([CH2:29][CH:30]([CH2:31]3)[CH2:35]1)[CH2:27]2. (2) Given the reactants [C:1]1([S:7]([N:10]2[C:14]3=[N:15][CH:16]=[CH:17][C:18]([Br:19])=[C:13]3[CH:12]=[CH:11]2)(=[O:9])=[O:8])[CH:6]=[CH:5][CH:4]=[CH:3][CH:2]=1.[Li+].[CH3:21]C([N-]C(C)C)C.CI, predict the reaction product. The product is: [C:1]1([S:7]([N:10]2[C:14]3=[N:15][CH:16]=[CH:17][C:18]([Br:19])=[C:13]3[CH:12]=[C:11]2[CH3:21])(=[O:9])=[O:8])[CH:2]=[CH:3][CH:4]=[CH:5][CH:6]=1. (3) Given the reactants [C:1]([O:5][C:6](=[O:23])[NH:7][C@H:8]1[CH2:13][CH2:12][C@@H:11]([NH:14][C:15]2[CH:20]=[C:19]([CH3:21])[N:18]=[C:17](Cl)[N:16]=2)[CH2:10][CH2:9]1)([CH3:4])([CH3:3])[CH3:2].[CH3:24][NH:25][CH3:26].CCN(C(C)C)C(C)C, predict the reaction product. The product is: [C:1]([O:5][C:6](=[O:23])[NH:7][C@H:8]1[CH2:13][CH2:12][C@@H:11]([NH:14][C:15]2[CH:20]=[C:19]([CH3:21])[N:18]=[C:17]([N:25]([CH3:26])[CH3:24])[N:16]=2)[CH2:10][CH2:9]1)([CH3:4])([CH3:3])[CH3:2]. (4) Given the reactants [OH:1][C:2]1[CH:22]=[CH:21][C:5]([O:6][CH2:7][CH2:8][CH2:9][N:10]2[C:18](=[O:19])[C:17]3[C:12](=[CH:13][CH:14]=[CH:15][CH:16]=3)[C:11]2=[O:20])=[CH:4][CH:3]=1.[Br:23]Br, predict the reaction product. The product is: [Br:23][C:3]1[CH:4]=[C:5]([CH:21]=[CH:22][C:2]=1[OH:1])[O:6][CH2:7][CH2:8][CH2:9][N:10]1[C:11](=[O:20])[C:12]2[C:17](=[CH:16][CH:15]=[CH:14][CH:13]=2)[C:18]1=[O:19]. (5) Given the reactants CO[C:3](=[O:14])[C:4]1[C:9]([CH3:10])=[CH:8][C:7]([Br:11])=[CH:6][C:5]=1[CH2:12]Br.[O:15]([C:22]1[CH:29]=[CH:28][C:25]([CH2:26][NH2:27])=[CH:24][CH:23]=1)[C:16]1[CH:21]=[CH:20][CH:19]=[CH:18][CH:17]=1.C([O-])([O-])=O.[K+].[K+].C(OCC)(=O)C, predict the reaction product. The product is: [Br:11][C:7]1[CH:6]=[C:5]2[C:4](=[C:9]([CH3:10])[CH:8]=1)[C:3](=[O:14])[N:27]([CH2:26][C:25]1[CH:28]=[CH:29][C:22]([O:15][C:16]3[CH:17]=[CH:18][CH:19]=[CH:20][CH:21]=3)=[CH:23][CH:24]=1)[CH2:12]2. (6) Given the reactants [F:1][C:2]1[CH:7]=[CH:6][C:5]([CH2:8][CH2:9][CH2:10][CH:11]=[O:12])=[CH:4][CH:3]=1.CC(=CC)C.O.O.P([O-])(O)(O)=[O:21].[Na+].Cl([O-])=O.[Na+], predict the reaction product. The product is: [F:1][C:2]1[CH:3]=[CH:4][C:5]([CH2:8][CH2:9][CH2:10][C:11]([OH:21])=[O:12])=[CH:6][CH:7]=1. (7) The product is: [CH3:54][O:53][C:37]1[CH:38]=[C:39]([CH2:42][NH:43][CH2:44][CH2:45][O:46][C:47](=[O:52])[C:48]([CH3:51])([CH3:50])[CH3:49])[CH:40]=[CH:41][C:36]=1[CH:34]=[CH:7][C:3]1[S:2][CH:6]=[CH:5][CH:4]=1. Given the reactants [Cl-].[S:2]1[CH:6]=[CH:5][CH:4]=[C:3]1[CH2:7][P+](C1C=CC=CC=1)(C1C=CC=CC=1)C1C=CC=CC=1.[Li]C1C=CC=CC=1.[CH:34]([C:36]1[CH:41]=[CH:40][C:39]([CH2:42][NH:43][CH2:44][CH2:45][O:46][C:47](=[O:52])[C:48]([CH3:51])([CH3:50])[CH3:49])=[CH:38][C:37]=1[O:53][CH3:54])=O, predict the reaction product.